Task: Predict the reactants needed to synthesize the given product.. Dataset: Full USPTO retrosynthesis dataset with 1.9M reactions from patents (1976-2016) (1) Given the product [Cl:22][C:3]1[C:4]2[C:9](=[CH:8][CH:7]=[CH:6][CH:5]=2)[NH:1][C:2]=1[C:10]([O:12][CH2:13][CH3:14])=[O:11], predict the reactants needed to synthesize it. The reactants are: [NH:1]1[C:9]2[C:4](=[CH:5][CH:6]=[CH:7][CH:8]=2)[CH:3]=[C:2]1[C:10]([O:12][CH2:13][CH3:14])=[O:11].C1C(=O)N([Cl:22])C(=O)C1. (2) Given the product [F:22][C:19]1[CH:20]=[CH:21][C:16]([C:3]2[C:2]([NH:25][CH:26]([CH3:28])[CH3:27])=[N:11][C:10]3[C:5](=[CH:6][CH:7]=[C:8]([C:12]([O:14][CH3:15])=[O:13])[CH:9]=3)[N:4]=2)=[CH:17][CH:18]=1, predict the reactants needed to synthesize it. The reactants are: Cl[C:2]1[C:3]([C:16]2[CH:21]=[CH:20][C:19]([F:22])=[CH:18][CH:17]=2)=[N:4][C:5]2[C:10]([N:11]=1)=[CH:9][C:8]([C:12]([O:14][CH3:15])=[O:13])=[CH:7][CH:6]=2.CC[N:25](C(C)C)[CH:26]([CH3:28])[CH3:27].CC(N)C. (3) Given the product [CH:1]1([CH2:4][N:5]2[C:13]3[N:12]=[C:11]([CH2:14][C:15]4[CH:16]=[CH:17][C:18]([N:21]([CH3:50])[C:22]([C:24]5[S:28][C:27]([NH2:29])=[N:26][C:25]=5[CH3:49])=[O:23])=[CH:19][CH:20]=4)[NH:10][C:9]=3[C:8](=[O:51])[N:7]([CH2:52][C:53]3[CH:58]=[CH:57][CH:56]=[CH:55][C:54]=3[F:59])[C:6]2=[O:60])[CH2:3][CH2:2]1, predict the reactants needed to synthesize it. The reactants are: [CH:1]1([CH2:4][N:5]2[C:13]3[N:12]=[C:11]([CH2:14][C:15]4[CH:20]=[CH:19][C:18]([N:21]([CH3:50])[C:22]([C:24]5[S:28][C:27]([NH:29]C(C6C=CC=CC=6)(C6C=CC=CC=6)C6C=CC=CC=6)=[N:26][C:25]=5[CH3:49])=[O:23])=[CH:17][CH:16]=4)[NH:10][C:9]=3[C:8](=[O:51])[N:7]([CH2:52][C:53]3[CH:58]=[CH:57][CH:56]=[CH:55][C:54]=3[F:59])[C:6]2=[O:60])[CH2:3][CH2:2]1.FC(F)(F)C(O)=O.C([SiH](CC)CC)C.